This data is from Full USPTO retrosynthesis dataset with 1.9M reactions from patents (1976-2016). The task is: Predict the reactants needed to synthesize the given product. Given the product [Cl:12][C:10]1[CH:9]=[CH:8][CH:7]=[C:6]2[C:11]=1[C:2]([N:29]1[CH2:30][CH2:31][N:26]([CH3:25])[CH2:27][CH2:28]1)=[N:3][C:4]([C@@H:13]([NH:15][C:16]1[N:24]=[CH:23][N:22]=[C:21]3[C:17]=1[N:18]=[CH:19][NH:20]3)[CH3:14])=[CH:5]2, predict the reactants needed to synthesize it. The reactants are: Cl[C:2]1[C:11]2[C:6](=[CH:7][CH:8]=[CH:9][C:10]=2[Cl:12])[CH:5]=[C:4]([C@@H:13]([NH:15][C:16]2[N:24]=[CH:23][N:22]=[C:21]3[C:17]=2[N:18]=[CH:19][NH:20]3)[CH3:14])[N:3]=1.[CH3:25][N:26]1[CH2:31][CH2:30][NH:29][CH2:28][CH2:27]1.